From a dataset of Full USPTO retrosynthesis dataset with 1.9M reactions from patents (1976-2016). Predict the reactants needed to synthesize the given product. The reactants are: [NH2:1][C:2]1[CH:6]=[CH:5][S:4][C:3]=1[C:7]([O:9][CH3:10])=[O:8].[OH-].[K+].ClC(OC(Cl)(Cl)Cl)=[O:15]. Given the product [NH:1]1[C:2]2[CH:6]=[CH:5][S:4][C:3]=2[C:7](=[O:8])[O:9][C:10]1=[O:15], predict the reactants needed to synthesize it.